This data is from Peptide-MHC class II binding affinity with 134,281 pairs from IEDB. The task is: Regression. Given a peptide amino acid sequence and an MHC pseudo amino acid sequence, predict their binding affinity value. This is MHC class II binding data. (1) The peptide sequence is QAAVVRFQEAANKQK. The MHC is DRB3_0101 with pseudo-sequence DRB3_0101. The binding affinity (normalized) is 0.0523. (2) The binding affinity (normalized) is 0.122. The MHC is DRB1_0401 with pseudo-sequence DRB1_0401. The peptide sequence is YRKILRQRKIDRLID. (3) The peptide sequence is LIWVGINTRNMTMSM. The MHC is DRB1_0901 with pseudo-sequence DRB1_0901. The binding affinity (normalized) is 0.308. (4) The peptide sequence is VQDAATYAVTTFSNV. The MHC is DRB3_0101 with pseudo-sequence DRB3_0101. The binding affinity (normalized) is 0.437. (5) The binding affinity (normalized) is 0. The MHC is HLA-DPA10103-DPB10601 with pseudo-sequence HLA-DPA10103-DPB10601. The peptide sequence is AAATAGTDVYGAFAA.